Dataset: Full USPTO retrosynthesis dataset with 1.9M reactions from patents (1976-2016). Task: Predict the reactants needed to synthesize the given product. (1) Given the product [OH:10][C@H:11]1[CH2:15][CH2:14][N:13]([CH2:16][C@@H:17]([N:18]([CH3:19])[C:20](=[O:34])[CH:21]([C:22]2[CH:27]=[CH:26][CH:25]=[CH:24][CH:23]=2)[C:28]2[CH:29]=[CH:30][CH:31]=[CH:32][CH:33]=2)[C:35]2[CH:40]=[CH:39][CH:38]=[C:37]([NH:41][C:54](=[O:55])[CH2:53][O:52][CH2:51][CH2:50][O:49][CH3:48])[CH:36]=2)[CH2:12]1, predict the reactants needed to synthesize it. The reactants are: C1(C(C2C=CC=CC=2)C([O:10][C@H:11]2[CH2:15][CH2:14][N:13]([CH2:16][C@H:17]([C:35]3[CH:40]=[CH:39][CH:38]=[C:37]([NH2:41])[CH:36]=3)[N:18]([C:20](=[O:34])[CH:21]([C:28]3[CH:33]=[CH:32][CH:31]=[CH:30][CH:29]=3)[C:22]3[CH:27]=[CH:26][CH:25]=[CH:24][CH:23]=3)[CH3:19])[CH2:12]2)=O)C=CC=CC=1.[CH3:48][O:49][CH2:50][CH2:51][O:52][CH2:53][C:54](O)=[O:55].C1(C)C=CC(S([O-])(=O)=O)=CC=1.CN(C)C1C=C[NH+]=CC=1.CC(N=C=NC(C)C)C. (2) Given the product [CH:7]([C:6]1[CH:9]=[C:2]([C:17]2[CH:18]=[CH:19][C:14]([C:11]([O:13][CH3:23])=[O:12])=[CH:15][CH:16]=2)[CH:3]=[CH:4][C:5]=1[CH3:10])=[O:8], predict the reactants needed to synthesize it. The reactants are: Br[C:2]1[CH:3]=[CH:4][C:5]([CH3:10])=[C:6]([CH:9]=1)[CH:7]=[O:8].[C:11]([C:14]1[CH:19]=[CH:18][C:17](B(O)O)=[CH:16][CH:15]=1)([OH:13])=[O:12].[C:23]([O-])([O-])=O.[Na+].[Na+].CI.C([O-])([O-])=O.[K+].[K+].